Dataset: Full USPTO retrosynthesis dataset with 1.9M reactions from patents (1976-2016). Task: Predict the reactants needed to synthesize the given product. (1) Given the product [C:3]([O:5][CH2:6][CH2:7][O:8][C:13]([O:15][C:16]([CH3:19])([CH3:18])[CH3:17])=[O:14])(=[O:4])[CH2:2][C:1]([O:10][CH2:11][CH3:12])=[O:9], predict the reactants needed to synthesize it. The reactants are: [C:1]([O:10][CH2:11][CH3:12])(=[O:9])[CH2:2][C:3]([O:5][CH2:6][CH2:7][OH:8])=[O:4].[C:13](O[C:13]([O:15][C:16]([CH3:19])([CH3:18])[CH3:17])=[O:14])([O:15][C:16]([CH3:19])([CH3:18])[CH3:17])=[O:14].C(N(CC)CC)C. (2) Given the product [O:9]1[CH2:8][CH2:7][CH:6]([C:4](=[O:5])[CH3:13])[CH2:11][CH2:10]1, predict the reactants needed to synthesize it. The reactants are: CON(C)[C:4]([CH:6]1[CH2:11][CH2:10][O:9][CH2:8][CH2:7]1)=[O:5].[CH3:13][Mg]Br. (3) Given the product [Br:1][C:2]1[CH:3]=[C:4]([CH2:12][O:13][Si:22]([CH:26]([CH3:28])[CH3:27])([CH:23]([CH3:25])[CH3:24])[CH:20]([CH3:21])[CH3:19])[C:5]2[C:10]([CH:11]=1)=[CH:9][CH:8]=[CH:7][CH:6]=2, predict the reactants needed to synthesize it. The reactants are: [Br:1][C:2]1[CH:3]=[C:4]([CH2:12][OH:13])[C:5]2[C:10]([CH:11]=1)=[CH:9][CH:8]=[CH:7][CH:6]=2.N1C=CN=C1.[CH3:19][CH:20]([Si:22](Cl)([CH:26]([CH3:28])[CH3:27])[CH:23]([CH3:25])[CH3:24])[CH3:21]. (4) Given the product [CH:3]1([C:6]2[CH:11]=[C:10]([CH2:12][N:13]3[CH2:14][C:15]4([CH2:20][C:19]([N:21]5[CH2:26][CH2:25][C:24]([CH3:32])([C:27]([OH:29])=[O:28])[CH2:23][CH2:22]5)=[N:18][O:17]4)[CH2:16]3)[CH:9]=[C:8]([O:33][CH2:34][C@H:35]3[CH2:37][C:36]3([F:38])[F:39])[C:7]=2[C:40]2[CH:41]=[CH:42][C:43]([F:46])=[CH:44][CH:45]=2)[CH2:4][CH2:5]1, predict the reactants needed to synthesize it. The reactants are: [OH-].[Na+].[CH:3]1([C:6]2[CH:11]=[C:10]([CH2:12][N:13]3[CH2:16][C:15]4([CH2:20][C:19]([N:21]5[CH2:26][CH2:25][C:24]([CH3:32])([C:27]([O:29]CC)=[O:28])[CH2:23][CH2:22]5)=[N:18][O:17]4)[CH2:14]3)[CH:9]=[C:8]([O:33][CH2:34][C@H:35]3[CH2:37][C:36]3([F:39])[F:38])[C:7]=2[C:40]2[CH:45]=[CH:44][C:43]([F:46])=[CH:42][CH:41]=2)[CH2:5][CH2:4]1. (5) Given the product [C:14]1(=[C:9]2[C:10]3[C:5](=[CH:4][CH:3]=[C:2]([O:1][CH3:20])[CH:11]=3)[CH2:6][CH2:7][CH2:8]2)[CH2:13][CH2:12]1, predict the reactants needed to synthesize it. The reactants are: [OH:1][C:2]1[CH:11]=[C:10]2[C:5]([CH2:6][CH2:7][CH2:8][C@@:9]32[CH2:14][CH2:13][C@@H:12]3C(OC)=O)=[CH:4][CH:3]=1.O[C:20]1C=C2C(CCC[C@@]32CC[C@H]3C(OC)=O)=CC=1.OC1C=C2C(CCC[C@]32CC[C@@H]3C(OC)=O)=CC=1.OC1C=C2C(CCC[C@]32CC[C@H]3C(OC)=O)=CC=1. (6) Given the product [CH:1]1([C:4]2[C:5]([O:13][CH2:14][C:15]([F:18])([F:17])[F:16])=[CH:6][C:7]([C:10]3[O:12][CH2:21][C:20]([CH2:25][CH3:26])([CH2:23][CH3:24])[N:19]=3)=[N:8][CH:9]=2)[CH2:2][CH2:3]1, predict the reactants needed to synthesize it. The reactants are: [CH:1]1([C:4]2[C:5]([O:13][CH2:14][C:15]([F:18])([F:17])[F:16])=[CH:6][C:7]([C:10]([OH:12])=O)=[N:8][CH:9]=2)[CH2:3][CH2:2]1.[NH2:19][C:20]([CH2:25][CH3:26])([CH2:23][CH3:24])[CH2:21]O.